Task: Predict the reaction yield, written as a fraction of the theoretical maximum amount of product (1.0 means a 100% yield; for example, 0.34 means a 34% yield).. Dataset: Reaction yield outcomes from USPTO patents with 853,638 reactions (1) The reactants are [C:1]1([C:7]2[CH:12]=[C:11]([CH:13]([CH2:16][OH:17])[CH2:14][OH:15])[CH:10]=[CH:9][C:8]=2[NH:18][C:19]([C:21]2[NH:22][CH:23]=[C:24]([C:26]#[N:27])[N:25]=2)=[O:20])[CH2:6][CH2:5][CH2:4][CH2:3][CH:2]=1.N1C=CC=CC=1.Cl[C:35](Cl)([O:37]C(=O)OC(Cl)(Cl)Cl)Cl. The catalyst is C1COCC1.C(Cl)Cl. The product is [C:1]1([C:7]2[CH:12]=[C:11]([CH:13]3[CH2:14][O:15][C:35](=[O:37])[O:17][CH2:16]3)[CH:10]=[CH:9][C:8]=2[NH:18][C:19]([C:21]2[NH:22][CH:23]=[C:24]([C:26]#[N:27])[N:25]=2)=[O:20])[CH2:6][CH2:5][CH2:4][CH2:3][CH:2]=1. The yield is 0.480. (2) The reactants are [F:1][C:2]([F:17])([F:16])[S:3]([NH:6][C:7]1[CH:12]=[CH:11][CH:10]=[C:9]([N+:13]([O-])=O)[CH:8]=1)(=[O:5])=[O:4]. The catalyst is C(O)C.[Pd]. The product is [NH2:13][C:9]1[CH:8]=[C:7]([NH:6][S:3]([C:2]([F:17])([F:1])[F:16])(=[O:5])=[O:4])[CH:12]=[CH:11][CH:10]=1. The yield is 1.00. (3) The reactants are [CH2:1]([O:3][C:4](=[O:25])[C:5]([CH3:24])([O:17][C:18]1[CH:23]=[CH:22][CH:21]=[CH:20][CH:19]=1)[CH2:6][C:7]1[CH:12]=[CH:11][C:10]([O:13]CC=C)=[CH:9][CH:8]=1)[CH3:2].CN(C)[C:28]1[CH:33]=CC=C[CH:29]=1. No catalyst specified. The product is [CH2:1]([O:3][C:4](=[O:25])[C:5]([CH3:24])([O:17][C:18]1[CH:23]=[CH:22][CH:21]=[CH:20][CH:19]=1)[CH2:6][C:7]1[CH:12]=[CH:11][C:10]([OH:13])=[C:9]([CH2:33][CH:28]=[CH2:29])[CH:8]=1)[CH3:2]. The yield is 0.720.